This data is from NCI-60 drug combinations with 297,098 pairs across 59 cell lines. The task is: Regression. Given two drug SMILES strings and cell line genomic features, predict the synergy score measuring deviation from expected non-interaction effect. Drug 1: CC1=CC2C(CCC3(C2CCC3(C(=O)C)OC(=O)C)C)C4(C1=CC(=O)CC4)C. Drug 2: CC1=C(C(=O)C2=C(C1=O)N3CC4C(C3(C2COC(=O)N)OC)N4)N. Cell line: HOP-62. Synergy scores: CSS=33.2, Synergy_ZIP=-1.23, Synergy_Bliss=-5.93, Synergy_Loewe=-51.3, Synergy_HSA=-9.28.